The task is: Predict which catalyst facilitates the given reaction.. This data is from Catalyst prediction with 721,799 reactions and 888 catalyst types from USPTO. (1) Reactant: [CH3:1][S:2]([C:4]1[N:8]2[C:9](=[O:21])[C:10]3[NH:11][CH:12]=[N:13][C:14]=3[N:15]([CH2:16][CH2:17][CH2:18][CH2:19][CH3:20])[C:7]2=[N:6][N:5]=1)=[O:3].CS(C1N2C(=O)C3NC=NC=3N(CCCCC)C2=NN=1)(=O)=O.[Br:44]N1C(=O)CCC1=O. The catalyst class is: 20. Product: [Br:44][C:12]1[NH:11][C:10]2[C:9](=[O:21])[N:8]3[C:4]([S:2]([CH3:1])=[O:3])=[N:5][N:6]=[C:7]3[N:15]([CH2:16][CH2:17][CH2:18][CH2:19][CH3:20])[C:14]=2[N:13]=1. (2) Reactant: [CH3:1][S:2]([C:5]1[CH:10]=[CH:9][C:8]([C:11]2[N:16]=[CH:15][C:14]([CH2:17][NH:18][CH:19]3[CH2:24][CH2:23][N:22]([C:25]([O:27][C:28]([CH3:31])([CH3:30])[CH3:29])=[O:26])[CH2:21][CH2:20]3)=[CH:13][CH:12]=2)=[CH:7][CH:6]=1)(=[O:4])=[O:3].[O:32]1[CH2:36][CH2:35][CH2:34][CH:33]1[CH:37]=O.CC(O)=O.[BH3-]C#N.[Na+]. Product: [CH3:1][S:2]([C:5]1[CH:10]=[CH:9][C:8]([C:11]2[N:16]=[CH:15][C:14]([CH2:17][N:18]([CH2:37][CH:33]3[CH2:34][CH2:35][CH2:36][O:32]3)[CH:19]3[CH2:24][CH2:23][N:22]([C:25]([O:27][C:28]([CH3:31])([CH3:30])[CH3:29])=[O:26])[CH2:21][CH2:20]3)=[CH:13][CH:12]=2)=[CH:7][CH:6]=1)(=[O:3])=[O:4]. The catalyst class is: 1.